Task: Predict which catalyst facilitates the given reaction.. Dataset: Catalyst prediction with 721,799 reactions and 888 catalyst types from USPTO (1) Reactant: Cl.[CH3:2][N:3]1[C:7](=[O:8])[C:6]([CH3:9])=[C:5]([CH3:10])[NH:4]1.N1C=CC=CC=1.[O:17](S(C(F)(F)F)(=O)=O)[S:18]([C:21]([F:24])([F:23])[F:22])(=O)=[O:19]. Product: [F:22][C:21]([F:24])([F:23])[S:18]([O:8][C:7]1[N:3]([CH3:2])[N:4]=[C:5]([CH3:10])[C:6]=1[CH3:9])(=[O:19])=[O:17]. The catalyst class is: 2. (2) Reactant: [F:1][C:2]([F:29])([F:28])[C:3]1[CH:23]=[C:22]([C:24]([F:27])([F:26])[F:25])[CH:21]=[CH:20][C:4]=1[CH2:5][O:6][C:7]1[CH:14]=[CH:13][C:10]([CH:11]=O)=[CH:9][C:8]=1[O:15][CH2:16][CH2:17][CH2:18][CH3:19].[CH3:30][NH:31][C:32]1[CH2:36][S:35][C:34](=[O:37])[N:33]=1.CC(C)([O-])C.[K+].O. Product: [F:1][C:2]([F:28])([F:29])[C:3]1[CH:23]=[C:22]([C:24]([F:25])([F:27])[F:26])[CH:21]=[CH:20][C:4]=1[CH2:5][O:6][C:7]1[CH:14]=[CH:13][C:10](/[CH:11]=[C:36]2/[C:32]([NH:31][CH3:30])=[N:33][C:34](=[O:37])[S:35]/2)=[CH:9][C:8]=1[O:15][CH2:16][CH2:17][CH2:18][CH3:19]. The catalyst class is: 8. (3) Reactant: [H-].C([Al+]CC(C)C)C(C)C.[Cl:11][C:12]1[CH:17]=[CH:16][C:15]([C:18]2[C:19]([C:31](OC)=[O:32])=[CH:20][C:21]([CH2:24][CH2:25][N:26]3[CH2:30][CH2:29][CH2:28][CH2:27]3)=[CH:22][CH:23]=2)=[CH:14][CH:13]=1. Product: [Cl:11][C:12]1[CH:17]=[CH:16][C:15]([C:18]2[CH:23]=[CH:22][C:21]([CH2:24][CH2:25][N:26]3[CH2:30][CH2:29][CH2:28][CH2:27]3)=[CH:20][C:19]=2[CH2:31][OH:32])=[CH:14][CH:13]=1. The catalyst class is: 4. (4) Reactant: C([O:5][C:6]([NH:8][C@@H:9]([CH2:13][C:14]1[CH:19]=[CH:18][C:17]([F:20])=[CH:16][CH:15]=1)[C:10]([OH:12])=[O:11])=O)(C)(C)C.ClC(Cl)(OC(=O)OC(Cl)(Cl)Cl)Cl.C(N(CC)CC)C. The catalyst class is: 13. Product: [F:20][C:17]1[CH:18]=[CH:19][C:14]([CH2:13][C@H:9]2[C:10](=[O:12])[O:11][C:6](=[O:5])[NH:8]2)=[CH:15][CH:16]=1. (5) Reactant: [CH:1](=[O:9])[C:2]1[C:3](=[CH:5][CH:6]=[CH:7][CH:8]=1)[OH:4].P(=O)(O)(O)O.OC[C:17]1[CH:22]=[C:21]([CH3:23])[CH:20]=[C:19]([CH2:24][OH:25])[C:18]=1[OH:26]. Product: [CH:1]([C:2]1[CH:8]=[C:7]([CH2:24][C:19]2[C:18]([OH:26])=[C:17]([CH2:23][C:21]3[CH:22]=[CH:17][C:18]([OH:26])=[C:19]([CH:20]=3)[CH:24]=[O:25])[CH:22]=[C:21]([CH3:23])[CH:20]=2)[CH:6]=[CH:5][C:3]=1[OH:4])=[O:9]. The catalyst class is: 824. (6) Reactant: [C:1](Cl)(=[O:6])[C:2]([CH3:5])([CH3:4])[CH3:3].[CH3:8][O:9][C:10]1[CH:19]=[C:18]([O:20][CH3:21])[CH:17]=[C:16]2[C:11]=1[C:12](=[O:35])[NH:13][C:14]([C:22]1[C:27]([NH:28][CH:29]3[CH2:34][CH2:33][NH:32][CH2:31][CH2:30]3)=[CH:26][CH:25]=[CH:24][N:23]=1)=[N:15]2.C(N(CC)CC)C. Product: [CH3:8][O:9][C:10]1[CH:19]=[C:18]([O:20][CH3:21])[CH:17]=[C:16]2[C:11]=1[C:12](=[O:35])[NH:13][C:14]([C:22]1[C:27]([NH:28][CH:29]3[CH2:34][CH2:33][N:32]([C:1](=[O:6])[C:2]([CH3:5])([CH3:4])[CH3:3])[CH2:31][CH2:30]3)=[CH:26][CH:25]=[CH:24][N:23]=1)=[N:15]2. The catalyst class is: 1. (7) Reactant: [F:1][C:2]([F:13])([C:6]1[CH:11]=[CH:10][C:9]([F:12])=[CH:8][N:7]=1)[C:3]([O-:5])=[O:4].[Na+].Cl. Product: [F:13][C:2]([F:1])([C:6]1[CH:11]=[CH:10][C:9]([F:12])=[CH:8][N:7]=1)[C:3]([OH:5])=[O:4]. The catalyst class is: 25.